From a dataset of Full USPTO retrosynthesis dataset with 1.9M reactions from patents (1976-2016). Predict the reactants needed to synthesize the given product. The reactants are: N1(O[C:11]2[N:21]=[C:20]([N:22]3[CH2:27][CH2:26][CH:25]([C:28](=[O:40])[NH:29][S:30]([CH2:33][C:34]4[CH:39]=[CH:38][CH:37]=[CH:36][CH:35]=4)(=[O:32])=[O:31])[CH2:24][CH2:23]3)[C:19]([C:41]#[N:42])=[CH:18][C:12]=2[C:13]([O:15][CH2:16][CH3:17])=[O:14])C2C=CC=CC=2N=N1.[SH:43][CH2:44][C:45]([OH:47])=[O:46].CCN(C(C)C)C(C)C.O.[NH4+].[Cl-].Cl. Given the product [CH2:33]([S:30]([NH:29][C:28]([CH:25]1[CH2:26][CH2:27][N:22]([C:20]2[N:21]=[C:11]([S:43][CH2:44][C:45]([OH:47])=[O:46])[C:12]([C:13]([O:15][CH2:16][CH3:17])=[O:14])=[CH:18][C:19]=2[C:41]#[N:42])[CH2:23][CH2:24]1)=[O:40])(=[O:31])=[O:32])[C:34]1[CH:35]=[CH:36][CH:37]=[CH:38][CH:39]=1, predict the reactants needed to synthesize it.